Dataset: Forward reaction prediction with 1.9M reactions from USPTO patents (1976-2016). Task: Predict the product of the given reaction. (1) Given the reactants C(OCC)(=O)C=O.N[C@@H](C)CO.CC1C=CC(N2N=CC=N2)=C(C=1)C(O)=O.[CH3:28][C@H:29]1[CH2:33][O:32][CH:31]([C:34]([O:36][CH2:37][CH3:38])=[O:35])[N:30]1[C:39](=[O:52])[C:40]1[CH:45]=[C:44]([CH3:46])[CH:43]=[CH:42][C:41]=1[N:47]1[N:51]=[CH:50][CH:49]=[N:48]1, predict the reaction product. The product is: [CH3:28][C@H:29]1[CH2:33][O:32][C@@H:31]([C:34]([O:36][CH2:37][CH3:38])=[O:35])[N:30]1[C:39](=[O:52])[C:40]1[CH:45]=[C:44]([CH3:46])[CH:43]=[CH:42][C:41]=1[N:47]1[N:51]=[CH:50][CH:49]=[N:48]1. (2) Given the reactants [CH3:1][CH:2]([C:4](=[O:11])[CH2:5][C:6](=[O:10])[CH:7]([CH3:9])[CH3:8])[CH3:3].[H-].[Na+].Br[CH2:15][C:16]([O:18][C:19]([CH3:22])([CH3:21])[CH3:20])=[O:17], predict the reaction product. The product is: [CH3:8][CH:7]([CH3:9])[C:6](=[O:10])[CH:5]([C:4](=[O:11])[CH:2]([CH3:1])[CH3:3])[CH2:15][C:16]([O:18][C:19]([CH3:22])([CH3:21])[CH3:20])=[O:17]. (3) Given the reactants [Br:1][C:2]1[CH:3]=[C:4]([CH:16]=[CH:17][C:18]=1[F:19])[CH:5]=[C:6]([C:10](=[O:15])[CH2:11][CH:12]([CH3:14])[CH3:13])[C:7](=O)[CH3:8].[NH:20]1[CH2:25][CH2:24][C:23](=O)[CH2:22][C:21]1=[O:27].C([O-])(=O)C.[NH4+:32], predict the reaction product. The product is: [Br:1][C:2]1[CH:3]=[C:4]([CH:5]2[C:22]3[C:21](=[O:27])[NH:20][CH2:25][CH2:24][C:23]=3[NH:32][C:7]([CH3:8])=[C:6]2[C:10](=[O:15])[CH2:11][CH:12]([CH3:14])[CH3:13])[CH:16]=[CH:17][C:18]=1[F:19].